Dataset: Forward reaction prediction with 1.9M reactions from USPTO patents (1976-2016). Task: Predict the product of the given reaction. (1) Given the reactants C([BH-](C(CC)C)C(CC)C)(CC)C.[Li+].[Si:15]([O:32][C@H:33]([CH3:53])[C@H:34]([N:44]1[CH2:49][C@H:48]([CH3:50])[O:47][C:46](=[O:51])[C:45]1=[O:52])[C:35]1[CH:40]=[C:39]([F:41])[C:38]([F:42])=[C:37]([F:43])[CH:36]=1)([C:28]([CH3:31])([CH3:30])[CH3:29])([C:22]1[CH:27]=[CH:26][CH:25]=[CH:24][CH:23]=1)[C:16]1[CH:21]=[CH:20][CH:19]=[CH:18][CH:17]=1.[OH-].[Na+].OO.S([O-])(O)=O.[Na+], predict the reaction product. The product is: [Si:15]([O:32][C@H:33]([CH3:53])[C@H:34]([N:44]1[CH2:49][CH:48]([CH3:50])[O:47][C@H:46]([OH:51])[C:45]1=[O:52])[C:35]1[CH:40]=[C:39]([F:41])[C:38]([F:42])=[C:37]([F:43])[CH:36]=1)([C:28]([CH3:29])([CH3:31])[CH3:30])([C:22]1[CH:23]=[CH:24][CH:25]=[CH:26][CH:27]=1)[C:16]1[CH:21]=[CH:20][CH:19]=[CH:18][CH:17]=1. (2) Given the reactants [OH:1][N:2]=[C:3]([NH2:10])[C:4]1[CH:9]=[CH:8][CH:7]=[N:6][CH:5]=1.[Cl:11][C:12]1[CH:13]=[C:14]([CH:18]=[CH:19][C:20]=1[Cl:21])[C:15](O)=O.N, predict the reaction product. The product is: [Cl:11][C:12]1[CH:13]=[C:14]([C:15]2[O:1][N:2]=[C:3]([C:4]3[CH:5]=[N:6][CH:7]=[CH:8][CH:9]=3)[N:10]=2)[CH:18]=[CH:19][C:20]=1[Cl:21]. (3) Given the reactants [F:1][CH:2]([F:26])[C:3]1[N:8]2[N:9]=[CH:10][C:11]([C:12](O)=[O:13])=[C:7]2[N:6]=[C:5]([C:15]2[CH:20]=[CH:19][C:18]([C:21]([F:24])([F:23])[F:22])=[C:17]([CH3:25])[CH:16]=2)[CH:4]=1.[NH2:27][C:28]1[CH:29]=[C:30]([S:34]([NH:37][CH:38]2[CH2:40][CH2:39]2)(=[O:36])=[O:35])[CH:31]=[CH:32][CH:33]=1, predict the reaction product. The product is: [CH:38]1([NH:37][S:34]([C:30]2[CH:29]=[C:28]([NH:27][C:12]([C:11]3[CH:10]=[N:9][N:8]4[C:3]([CH:2]([F:1])[F:26])=[CH:4][C:5]([C:15]5[CH:20]=[CH:19][C:18]([C:21]([F:23])([F:24])[F:22])=[C:17]([CH3:25])[CH:16]=5)=[N:6][C:7]=34)=[O:13])[CH:33]=[CH:32][CH:31]=2)(=[O:36])=[O:35])[CH2:40][CH2:39]1. (4) Given the reactants CC1(C)[O:6][CH:5]([CH2:7][NH:8][C:9]([CH2:11][O:12][C:13](=[O:53])[C:14]2[CH:19]=[CH:18][C:17]([NH:20][C:21]([C@H:23]3[C@H:27]([C:28]4[CH:33]=[CH:32][CH:31]=[C:30]([Cl:34])[C:29]=4[F:35])[C@:26]([C:38]4[CH:43]=[CH:42][C:41]([Cl:44])=[CH:40][C:39]=4[F:45])([C:36]#[N:37])[C@H:25]([CH2:46][C:47]([CH3:50])([CH3:49])[CH3:48])[NH:24]3)=[O:22])=[C:16]([O:51][CH3:52])[CH:15]=2)=[O:10])[CH2:4][O:3]1.CO.FC(F)(F)C(O)=O, predict the reaction product. The product is: [OH:6][CH:5]([CH2:4][OH:3])[CH2:7][NH:8][C:9]([CH2:11][O:12][C:13](=[O:53])[C:14]1[CH:19]=[CH:18][C:17]([NH:20][C:21]([C@H:23]2[C@H:27]([C:28]3[CH:33]=[CH:32][CH:31]=[C:30]([Cl:34])[C:29]=3[F:35])[C@:26]([C:38]3[CH:43]=[CH:42][C:41]([Cl:44])=[CH:40][C:39]=3[F:45])([C:36]#[N:37])[C@H:25]([CH2:46][C:47]([CH3:50])([CH3:49])[CH3:48])[NH:24]2)=[O:22])=[C:16]([O:51][CH3:52])[CH:15]=1)=[O:10].